Dataset: TCR-epitope binding with 47,182 pairs between 192 epitopes and 23,139 TCRs. Task: Binary Classification. Given a T-cell receptor sequence (or CDR3 region) and an epitope sequence, predict whether binding occurs between them. The epitope is ISDYDYYRY. The TCR CDR3 sequence is CSAAPGDIQYF. Result: 0 (the TCR does not bind to the epitope).